This data is from Forward reaction prediction with 1.9M reactions from USPTO patents (1976-2016). The task is: Predict the product of the given reaction. (1) Given the reactants [C:1]([O:5][C:6](=[O:42])[NH:7][CH2:8][C:9]1[CH:10]=[C:11]([C:15]2[CH:20]=[CH:19][CH:18]=[C:17]([CH2:21][NH:22][C:23]3[N:28]=[C:27]([NH:29][CH2:30][CH:31]4[CH2:36][CH2:35][CH:34]([OH:37])[CH2:33][CH2:32]4)[C:26]([N+:38]([O-:40])=[O:39])=[CH:25][N:24]=3)[C:16]=2[CH3:41])[CH:12]=[CH:13][CH:14]=1)([CH3:4])([CH3:3])[CH3:2].C(N(C(C)C)CC)(C)C.[CH3:52][S:53](Cl)(=[O:55])=[O:54], predict the reaction product. The product is: [C:1]([O:5][C:6]([NH:7][CH2:8][C:9]1[CH:10]=[C:11]([C:15]2[CH:20]=[CH:19][CH:18]=[C:17]([CH2:21][NH:22][C:23]3[N:28]=[C:27]([NH:29][CH2:30][CH:31]4[CH2:32][CH2:33][CH:34]([O:37][S:53]([CH3:52])(=[O:55])=[O:54])[CH2:35][CH2:36]4)[C:26]([N+:38]([O-:40])=[O:39])=[CH:25][N:24]=3)[C:16]=2[CH3:41])[CH:12]=[CH:13][CH:14]=1)=[O:42])([CH3:4])([CH3:3])[CH3:2]. (2) Given the reactants Cl[CH2:2][C:3]([C:5]1[CH:10]=[CH:9][CH:8]=[CH:7][CH:6]=1)=[O:4].[CH2:11]([O:16][C:17]1[CH:22]=[CH:21][C:20]([C:23]2[CH:28]=[CH:27][C:26](B(O)O)=[CH:25][CH:24]=2)=[CH:19][CH:18]=1)[CH2:12][CH2:13][CH2:14][CH3:15].C(=O)([O-])[O-].[Na+].[Na+].[Cl-].C1C=C(S([O-])(=O)=O)C=C(P(C2C=CC=C(S([O-])(=O)=O)C=2)C2C=CC=C(S([O-])(=O)=O)C=2)C=1.[Na+].[Na+].[Na+], predict the reaction product. The product is: [CH2:11]([O:16][C:17]1[CH:18]=[CH:19][C:20]([C:23]2[CH:28]=[CH:27][C:26]([CH2:2][C:3]([C:5]3[CH:10]=[CH:9][CH:8]=[CH:7][CH:6]=3)=[O:4])=[CH:25][CH:24]=2)=[CH:21][CH:22]=1)[CH2:12][CH2:13][CH2:14][CH3:15]. (3) Given the reactants [F:1][C:2]1[CH:3]=[CH:4][C:5]2[N:9]=[C:8]([C@@H:10]([NH2:12])[CH3:11])[N:7]([C:13]3[CH:14]=[N:15][CH:16]=[C:17]([F:19])[CH:18]=3)[C:6]=2[CH:20]=1.Cl[C:22]1[N:30]=[CH:29][N:28]=[C:27]2[C:23]=1[N:24]=[CH:25][N:26]2C1CCCCO1.CCN(C(C)C)C(C)C, predict the reaction product. The product is: [F:1][C:2]1[CH:3]=[CH:4][C:5]2[N:9]=[C:8]([C@@H:10]([NH:12][C:22]3[N:30]=[CH:29][N:28]=[C:27]4[C:23]=3[N:24]=[CH:25][NH:26]4)[CH3:11])[N:7]([C:13]3[CH:14]=[N:15][CH:16]=[C:17]([F:19])[CH:18]=3)[C:6]=2[CH:20]=1. (4) Given the reactants C([O:3][C:4](=[O:31])[CH:5]([O:28][CH2:29][CH3:30])[CH2:6][C:7]1[CH:12]=[CH:11][C:10]([O:13][CH2:14][C:15]2[S:19][C:18]([C:20]3[CH:25]=[CH:24][CH:23]=[CH:22][CH:21]=3)=[N:17][C:16]=2[CH3:26])=[CH:9][C:8]=1[CH3:27])C.[Li+].[OH-], predict the reaction product. The product is: [CH2:29]([O:28][CH:5]([CH2:6][C:7]1[CH:12]=[CH:11][C:10]([O:13][CH2:14][C:15]2[S:19][C:18]([C:20]3[CH:21]=[CH:22][CH:23]=[CH:24][CH:25]=3)=[N:17][C:16]=2[CH3:26])=[CH:9][C:8]=1[CH3:27])[C:4]([OH:31])=[O:3])[CH3:30]. (5) Given the reactants [CH3:1][CH:2]([CH3:34])[C:3]([NH:5][C:6]1[CH:11]=[CH:10][CH:9]=[C:8]([CH:12]2[CH2:17][CH2:16][N:15]([CH2:18][CH2:19][CH2:20][CH2:21][C:22](=O)[C:23]3[CH:28]=[CH:27][C:26]([C:29]([F:32])([F:31])[F:30])=[CH:25][CH:24]=3)[CH2:14][CH2:13]2)[CH:7]=1)=[O:4].[CH3:35][N:36]([C:38]1[CH:43]=[CH:42][CH:41]=[CH:40][CH:39]=1)N, predict the reaction product. The product is: [CH3:1][CH:2]([CH3:34])[C:3]([NH:5][C:6]1[CH:11]=[CH:10][CH:9]=[C:8]([CH:12]2[CH2:17][CH2:16][N:15]([CH2:18][CH2:19][CH2:20][C:21]3[C:43]4[C:38](=[CH:39][CH:40]=[CH:41][CH:42]=4)[N:36]([CH3:35])[C:22]=3[C:23]3[CH:28]=[CH:27][C:26]([C:29]([F:32])([F:31])[F:30])=[CH:25][CH:24]=3)[CH2:14][CH2:13]2)[CH:7]=1)=[O:4]. (6) Given the reactants [CH3:1][C:2]1[CH2:7][CH2:6][C@@H:5]([C:8]([CH3:10])=[CH2:9])[CH2:4][CH:3]=1.CC1=CCCC([C@@H]2[C@@H](CC1)C(C)(C)C2)=C, predict the reaction product. The product is: [CH3:9][C:8]([CH3:10])=[CH:5][CH2:6][CH2:7][C:2]([CH:3]=[CH2:4])=[CH2:1].